This data is from Full USPTO retrosynthesis dataset with 1.9M reactions from patents (1976-2016). The task is: Predict the reactants needed to synthesize the given product. (1) Given the product [I:22][CH2:12][CH2:13][O:14][CH2:15][C:16]1[CH:21]=[CH:20][CH:19]=[CH:18][CH:17]=1, predict the reactants needed to synthesize it. The reactants are: BrC1C=CC(S(O[CH2:12][CH2:13][O:14][CH2:15][C:16]2[CH:21]=[CH:20][CH:19]=[CH:18][CH:17]=2)(=O)=O)=CC=1.[I-:22].[Na+]. (2) Given the product [NH2:1][C:4]1[CH:5]=[C:6]([C:10]2([C:13]#[N:14])[CH2:11][CH2:12]2)[CH:7]=[CH:8][CH:9]=1, predict the reactants needed to synthesize it. The reactants are: [N+:1]([C:4]1[CH:5]=[C:6]([C:10]2([C:13]#[N:14])[CH2:12][CH2:11]2)[CH:7]=[CH:8][CH:9]=1)([O-])=O. (3) Given the product [F:25][C:26]([F:31])([F:30])[C:27]([OH:29])=[O:28].[CH3:1][N:2]1[C:6]2=[N:7][CH:8]=[CH:9][CH:10]=[C:5]2[N:4]([CH:11]2[CH2:16][CH2:15][NH:14][CH2:13][CH2:12]2)[C:3]1=[O:24], predict the reactants needed to synthesize it. The reactants are: [CH3:1][N:2]1[C:6]2=[N:7][CH:8]=[CH:9][CH:10]=[C:5]2[N:4]([CH:11]2[CH2:16][CH2:15][N:14](C(OC(C)(C)C)=O)[CH2:13][CH2:12]2)[C:3]1=[O:24].[F:25][C:26]([F:31])([F:30])[C:27]([OH:29])=[O:28]. (4) Given the product [C:1]([O:5][C@@H:6]([C:12]1[C:13]([CH3:34])=[N:14][C:15]([CH3:33])=[C:16]([C:26]2[CH:27]=[CH:28][C:29]([O:44][CH2:43][CH2:42][C:39]3[CH:40]=[CH:41][C:36]([Cl:35])=[C:37]([F:45])[CH:38]=3)=[CH:30][CH:31]=2)[C:17]=1[N:18]1[CH2:19][CH2:20][C:21]([CH3:25])([CH3:24])[CH2:22][CH2:23]1)[C:7]([OH:9])=[O:8])([CH3:4])([CH3:2])[CH3:3], predict the reactants needed to synthesize it. The reactants are: [C:1]([O:5][C@@H:6]([C:12]1[C:13]([CH3:34])=[N:14][C:15]([CH3:33])=[C:16]([C:26]2[CH:31]=[CH:30][C:29](O)=[CH:28][CH:27]=2)[C:17]=1[N:18]1[CH2:23][CH2:22][C:21]([CH3:25])([CH3:24])[CH2:20][CH2:19]1)[C:7]([O:9]CC)=[O:8])([CH3:4])([CH3:3])[CH3:2].[Cl:35][C:36]1[CH:41]=[CH:40][C:39]([CH2:42][CH2:43][OH:44])=[CH:38][C:37]=1[F:45].C1C=CC(P(C2C=CC=CC=2)C2C=CC=CC=2)=CC=1.CCOC(/N=N/C(OCC)=O)=O.[OH-].[Na+]. (5) Given the product [CH3:19][N:8]([CH2:7][C:6]1[C:2]([C:41]2[CH:42]=[C:43]3[C:38]([CH:37]=[N:36][N:35]3[CH3:34])=[CH:39][CH:40]=2)=[N:3][N:4]([CH:20]2[CH2:25][CH2:24][CH2:23][CH2:22][O:21]2)[CH:5]=1)[CH2:9][CH2:10][NH:11][C:12](=[O:18])[O:13][C:14]([CH3:17])([CH3:16])[CH3:15], predict the reactants needed to synthesize it. The reactants are: I[C:2]1[C:6]([CH2:7][N:8]([CH3:19])[CH2:9][CH2:10][NH:11][C:12](=[O:18])[O:13][C:14]([CH3:17])([CH3:16])[CH3:15])=[CH:5][N:4]([CH:20]2[CH2:25][CH2:24][CH2:23][CH2:22][O:21]2)[N:3]=1.[O-]P([O-])([O-])=O.[K+].[K+].[K+].[CH3:34][N:35]1[C:43]2[C:38](=[CH:39][CH:40]=[C:41](B(O)O)[CH:42]=2)[CH:37]=[N:36]1.C(Cl)Cl.